Dataset: Forward reaction prediction with 1.9M reactions from USPTO patents (1976-2016). Task: Predict the product of the given reaction. (1) Given the reactants [CH3:1][O:2][C:3]1[N:8]=[CH:7][C:6]([N:9]2[C:14](=[O:15])[NH:13][C:12]3[CH:16]=[CH:17][CH:18]=[CH:19][C:11]=3[S:10]2(=[O:21])=[O:20])=[CH:5][C:4]=1[CH3:22].[F:23][C:24]1[CH:31]=[C:30]([O:32][CH3:33])[CH:29]=[C:28]([F:34])[C:25]=1[CH2:26]Br.C([O-])([O-])=O.[K+].[K+].COC1C(C)=CC(N2C(=O)N(CC3C(F)=CC(F)=CC=3F)C3C=CC=CC=3S2(=O)=O)=CC=1C, predict the reaction product. The product is: [F:23][C:24]1[CH:31]=[C:30]([O:32][CH3:33])[CH:29]=[C:28]([F:34])[C:25]=1[CH2:26][N:13]1[C:12]2[CH:16]=[CH:17][CH:18]=[CH:19][C:11]=2[S:10](=[O:21])(=[O:20])[N:9]([C:6]2[CH:7]=[N:8][C:3]([O:2][CH3:1])=[C:4]([CH3:22])[CH:5]=2)[C:14]1=[O:15]. (2) Given the reactants [NH:1]1[C:9]2[C:4](=[CH:5][C:6]([CH:10]=O)=[CH:7][CH:8]=2)[CH:3]=[N:2]1.[C:12](/[CH:14]=[C:15](\[O-:17])/[CH3:16])#[N:13].[Na+].C(O)(=O)C.O, predict the reaction product. The product is: [NH:1]1[C:9]2[C:4](=[CH:5][C:6](/[CH:10]=[C:14](/[C:15](=[O:17])[CH3:16])\[C:12]#[N:13])=[CH:7][CH:8]=2)[CH:3]=[N:2]1.